Dataset: Peptide-MHC class II binding affinity with 134,281 pairs from IEDB. Task: Regression. Given a peptide amino acid sequence and an MHC pseudo amino acid sequence, predict their binding affinity value. This is MHC class II binding data. (1) The peptide sequence is RGGMVAPLYGVEGTK. The MHC is DRB3_0301 with pseudo-sequence DRB3_0301. The binding affinity (normalized) is 0.269. (2) The peptide sequence is TRRKLLLIFDALILL. The binding affinity (normalized) is 0.410. The MHC is DRB1_1302 with pseudo-sequence DRB1_1302. (3) The peptide sequence is EKALWIIFSQNMNIK. The MHC is HLA-DQA10501-DQB10201 with pseudo-sequence HLA-DQA10501-DQB10201. The binding affinity (normalized) is 0.261. (4) The peptide sequence is EPGHLAPTGMFVAAA. The MHC is HLA-DQA10102-DQB10502 with pseudo-sequence HLA-DQA10102-DQB10502. The binding affinity (normalized) is 0.262. (5) The peptide sequence is KILTYPWDRIEEVTR. The MHC is HLA-DQA10201-DQB10303 with pseudo-sequence HLA-DQA10201-DQB10303. The binding affinity (normalized) is 0.346.